Dataset: Full USPTO retrosynthesis dataset with 1.9M reactions from patents (1976-2016). Task: Predict the reactants needed to synthesize the given product. (1) Given the product [CH3:15][C:16]1[C:24]2[C:19](=[CH:20][CH:21]=[C:22]([C:25]3[S:30][C:29]([NH:31][CH2:32][CH2:33][C:34]4[CH:39]=[CH:38][CH:37]=[CH:36][CH:35]=4)=[N:28][N:27]=3)[CH:23]=2)[NH:18][N:17]=1, predict the reactants needed to synthesize it. The reactants are: CC1C2C(=CC=C(C(NN)=O)C=2)NN=1.[CH3:15][C:16]1[C:24]2[C:19](=[CH:20][CH:21]=[C:22]([C:25]([NH:27][NH:28][C:29]([NH:31][CH2:32][CH2:33][C:34]3[CH:39]=[CH:38][CH:37]=[CH:36][CH:35]=3)=[S:30])=O)[CH:23]=2)[NH:18][N:17]=1.C(N=C=S)CC1C=CC=CC=1. (2) Given the product [C:7]([S:10][CH2:12][CH2:13][CH2:14][CH2:15][CH2:16][CH2:17][CH2:18][CH2:19][CH2:20][CH2:21][CH2:22][CH2:23][CH2:24][CH2:25][CH2:26][CH2:27][OH:28])([CH3:9])([CH3:8])[CH3:6], predict the reactants needed to synthesize it. The reactants are: C([Li])CCC.[CH3:6][C:7]([SH:10])([CH3:9])[CH3:8].Br[CH2:12][CH2:13][CH2:14][CH2:15][CH2:16][CH2:17][CH2:18][CH2:19][CH2:20][CH2:21][CH2:22][CH2:23][CH2:24][CH2:25][CH2:26][CH2:27][OH:28]. (3) Given the product [CH3:56][O:57][C:58]1[CH:59]=[C:60]([C:66]2[CH2:67][C:68]([CH3:80])([CH3:79])[C:69](=[O:78])[N:70]([CH:72]3[CH2:73][CH2:74][N:75]([C:17](=[O:19])[C@@H:9]([NH:8][C:6](=[O:7])[O:5][C:1]([CH3:2])([CH3:3])[CH3:4])[CH2:10][C:11]4[CH:12]=[CH:13][CH:14]=[CH:15][CH:16]=4)[CH2:76][CH2:77]3)[N:71]=2)[CH:61]=[CH:62][C:63]=1[O:64][CH3:65], predict the reactants needed to synthesize it. The reactants are: [C:1]([O:5][C:6]([NH:8][C@H:9]([C:17]([OH:19])=O)[CH2:10][C:11]1[CH:16]=[CH:15][CH:14]=[CH:13][CH:12]=1)=[O:7])([CH3:4])([CH3:3])[CH3:2].CCN(C(C)C)C(C)C.CCOC(C(C#N)=NOC(N1CCOCC1)=[N+](C)C)=O.F[P-](F)(F)(F)(F)F.[CH3:56][O:57][C:58]1[CH:59]=[C:60]([C:66]2[CH2:67][C:68]([CH3:80])([CH3:79])[C:69](=[O:78])[N:70]([CH:72]3[CH2:77][CH2:76][NH:75][CH2:74][CH2:73]3)[N:71]=2)[CH:61]=[CH:62][C:63]=1[O:64][CH3:65].C(=O)(O)[O-].[Na+].